This data is from Forward reaction prediction with 1.9M reactions from USPTO patents (1976-2016). The task is: Predict the product of the given reaction. (1) Given the reactants CO[C:3](=[O:31])[C:4]1[CH:9]=[C:8]([N+:10]([O-:12])=[O:11])[C:7]([N:13]2[CH2:18][CH2:17][N:16]([C:19]3[CH:24]=[CH:23][CH:22]=[CH:21][C:20]=3[CH3:25])[CH2:15][CH2:14]2)=[CH:6][C:5]=1/[CH:26]=[CH:27]/OCC.ClCCCl.F[C:37](F)(F)[C:38]([OH:40])=O.[C:43]1([CH3:55])C=CC=C[C:44]=1[N:49]1[CH2:54][CH2:53]NCC1.C([N:58](CC)CC)C.C(O[BH-](OC(=O)C)OC(=O)C)(=O)C.[Na+], predict the reaction product. The product is: [N+:10]([C:8]1[CH:9]=[C:4]2[C:5]([CH2:26][CH2:27][N:58]([CH2:55][CH2:43][CH2:44][N:49]3[CH2:54][CH2:53][CH2:37][C:38]3=[O:40])[C:3]2=[O:31])=[CH:6][C:7]=1[N:13]1[CH2:18][CH2:17][N:16]([C:19]2[CH:24]=[CH:23][CH:22]=[CH:21][C:20]=2[CH3:25])[CH2:15][CH2:14]1)([O-:12])=[O:11]. (2) Given the reactants [Br:1][CH2:2][C:3]1[S:7][C:6]([C:8]([O:10][CH2:11][C:12]2[CH:17]=[CH:16][CH:15]=[CH:14][CH:13]=2)=[O:9])=[CH:5][CH:4]=1.[C:18]1([P:24]([C:31]2[CH:36]=[CH:35][CH:34]=[CH:33][CH:32]=2)[C:25]2[CH:30]=[CH:29][CH:28]=[CH:27][CH:26]=2)[CH:23]=[CH:22][CH:21]=[CH:20][CH:19]=1, predict the reaction product. The product is: [Br-:1].[CH2:11]([O:10][C:8]([C:6]1[S:7][C:3]([CH2:2][P+:24]([C:25]2[CH:26]=[CH:27][CH:28]=[CH:29][CH:30]=2)([C:31]2[CH:36]=[CH:35][CH:34]=[CH:33][CH:32]=2)[C:18]2[CH:19]=[CH:20][CH:21]=[CH:22][CH:23]=2)=[CH:4][CH:5]=1)=[O:9])[C:12]1[CH:17]=[CH:16][CH:15]=[CH:14][CH:13]=1. (3) Given the reactants N1C=CC=CC=1.[NH2:7][C@@H:8]([C:12]([OH:14])=[O:13])[CH:9]([CH3:11])[CH3:10].C[Si](Cl)(C)C.[C:20](Cl)(=[O:32])[CH2:21][CH2:22][CH2:23][CH2:24][CH2:25][CH2:26][CH2:27][CH2:28][CH2:29][CH2:30][CH3:31], predict the reaction product. The product is: [C:20]([NH:7][C@@H:8]([C:12]([OH:14])=[O:13])[CH:9]([CH3:11])[CH3:10])(=[O:32])[CH2:21][CH2:22][CH2:23][CH2:24][CH2:25][CH2:26][CH2:27][CH2:28][CH2:29][CH2:30][CH3:31]. (4) Given the reactants Br[C:2]1[CH:3]=[C:4]([CH2:15][O:16][CH2:17][C:18]2([C:31]3[CH:36]=[CH:35][CH:34]=[CH:33][CH:32]=3)[CH2:23][CH2:22][N:21]([C:24]([O:26][C:27]([CH3:30])([CH3:29])[CH3:28])=[O:25])[CH2:20][CH2:19]2)[CH:5]=[C:6]([C:8]2[CH:13]=[CH:12][C:11]([F:14])=[CH:10][CH:9]=2)[CH:7]=1.C([Li])CCC.C[O:43]B(OC)OC.[OH-].[Na+].OO.[Cl-].[NH4+], predict the reaction product. The product is: [F:14][C:11]1[CH:10]=[CH:9][C:8]([C:6]2[CH:7]=[C:2]([OH:43])[CH:3]=[C:4]([CH2:15][O:16][CH2:17][C:18]3([C:31]4[CH:32]=[CH:33][CH:34]=[CH:35][CH:36]=4)[CH2:19][CH2:20][N:21]([C:24]([O:26][C:27]([CH3:28])([CH3:30])[CH3:29])=[O:25])[CH2:22][CH2:23]3)[CH:5]=2)=[CH:13][CH:12]=1.